The task is: Predict the reaction yield, written as a fraction of the theoretical maximum amount of product (1.0 means a 100% yield; for example, 0.34 means a 34% yield).. This data is from Reaction yield outcomes from USPTO patents with 853,638 reactions. (1) The reactants are [Br:1][C:2]1[CH:3]=[CH:4][C:5]([NH:8][C:9]([C:11]2[C:16]([NH:17][C:18]([C:20]3[CH:25]=[CH:24][C:23]([C:26]#[N:27])=[CH:22][CH:21]=3)=[O:19])=[C:15]([O:28][CH3:29])[C:14]([O:30][CH3:31])=[C:13]([O:32][CH3:33])[CH:12]=2)=[O:10])=[N:6][CH:7]=1.Cl.[CH3:35][NH:36][CH2:37][CH2:38]N. The catalyst is CO.C(OCC)(=O)C. The product is [Br:1][C:2]1[CH:3]=[CH:4][C:5]([NH:8][C:9]([C:11]2[C:16]([NH:17][C:18]([C:20]3[CH:25]=[CH:24][C:23]([C:26]4[N:36]([CH3:35])[CH2:37][CH2:38][N:27]=4)=[CH:22][CH:21]=3)=[O:19])=[C:15]([O:28][CH3:29])[C:14]([O:30][CH3:31])=[C:13]([O:32][CH3:33])[CH:12]=2)=[O:10])=[N:6][CH:7]=1. The yield is 0.320. (2) The reactants are COC1C=CC(C[N:8]2[C:12]3[N:13]=[C:14]([C:25]4[CH:30]=[CH:29][C:28]([O:31]C)=[CH:27][CH:26]=4)[C:15]4[CH2:16][NH:17][C:18]5[CH:24]=[CH:23][CH:22]=[CH:21][C:19]=5[C:20]=4[C:11]=3[C:10]([CH3:33])=[N:9]2)=CC=1. The catalyst is FC(F)(F)C(O)=O. The product is [CH3:33][C:10]1[C:11]2[C:20]3[C:19]4[CH:21]=[CH:22][CH:23]=[CH:24][C:18]=4[N:17]=[CH:16][C:15]=3[C:14]([C:25]3[CH:30]=[CH:29][C:28]([OH:31])=[CH:27][CH:26]=3)=[N:13][C:12]=2[NH:8][N:9]=1. The yield is 0.150. (3) The reactants are [NH2:1][OH:2].[OH:3][CH2:4][CH2:5][C:6]1[CH:13]=[CH:12][C:9]([C:10]#[N:11])=[CH:8][CH:7]=1. The catalyst is C(O)C. The product is [OH:2][N:1]=[C:10]([C:9]1[CH:12]=[CH:13][C:6]([CH2:5][CH2:4][OH:3])=[CH:7][CH:8]=1)[NH2:11]. The yield is 0.990. (4) The reactants are [Br:1][C:2]1[CH:11]=[CH:10][C:5]([C:6](OC)=[O:7])=[C:4]([CH2:12]Br)[CH:3]=1.[OH-].[NH4+:15]. The catalyst is CO. The product is [Br:1][C:2]1[CH:3]=[C:4]2[C:5](=[CH:10][CH:11]=1)[C:6](=[O:7])[NH:15][CH2:12]2. The yield is 0.420. (5) The reactants are [CH3:1][O:2][C:3]([C:5]1[S:6][C:7]([C:14]2[CH:19]=[CH:18][CH:17]=[CH:16][CH:15]=2)=[CH:8][C:9]=1[NH:10][CH:11]([CH3:13])[CH3:12])=[O:4].[N:20]([CH:23]1[CH2:28][CH:27]([CH3:29])[CH2:26][CH2:25][CH:24]1[C:30](Cl)=[O:31])=[N+:21]=[N-:22].CC1CCC(C(Cl)=O)=CC1.C([O-])(O)=O.[Na+]. The catalyst is ClCCCl.C(OCC)(=O)C. The product is [CH3:1][O:2][C:3]([C:5]1[S:6][C:7]([C:14]2[CH:15]=[CH:16][CH:17]=[CH:18][CH:19]=2)=[CH:8][C:9]=1[N:10]([C:30]([CH:24]1[CH2:25][CH2:26][CH:27]([CH3:29])[CH2:28][CH:23]1[N:20]=[N+:21]=[N-:22])=[O:31])[CH:11]([CH3:13])[CH3:12])=[O:4]. The yield is 0.490. (6) The reactants are [F:1][C:2]1[C:7]([NH:8][CH2:9][C:10]2[CH:15]=[C:14]([C:16]3[CH:21]=[CH:20][CH:19]=[C:18]([F:22])[CH:17]=3)[CH:13]=[C:12]([CH3:23])[C:11]=2[CH3:24])=[C:6]([F:25])[CH:5]=[CH:4][C:3]=1[OH:26].C([O-])([O-])=O.[Cs+].[Cs+].Br[CH2:34][C:35]([O:37][CH2:38][CH3:39])=[O:36]. The catalyst is CN(C=O)C.O. The product is [F:1][C:2]1[C:7]([NH:8][CH2:9][C:10]2[CH:15]=[C:14]([C:16]3[CH:21]=[CH:20][CH:19]=[C:18]([F:22])[CH:17]=3)[CH:13]=[C:12]([CH3:23])[C:11]=2[CH3:24])=[C:6]([F:25])[CH:5]=[CH:4][C:3]=1[O:26][CH2:34][C:35]([O:37][CH2:38][CH3:39])=[O:36]. The yield is 0.700.